From a dataset of Forward reaction prediction with 1.9M reactions from USPTO patents (1976-2016). Predict the product of the given reaction. Given the reactants [C:1]([C:7]1[CH:8]=[C:9]([O:15]C(=O)[O:15][C:9]2[C:10]([O:13][CH3:14])=[CH:11][CH:12]=[C:7]([C:1](=[O:6])[CH2:2][CH:3]([CH3:5])[CH3:4])[CH:8]=2)[C:10]([O:13][CH3:14])=[CH:11][CH:12]=1)(=[O:6])[CH2:2][CH:3]([CH3:5])[CH3:4].[OH-].[Na+].O.C(O)(=O)C, predict the reaction product. The product is: [OH:15][C:9]1[CH:8]=[C:7]([C:1](=[O:6])[CH2:2][CH:3]([CH3:4])[CH3:5])[CH:12]=[CH:11][C:10]=1[O:13][CH3:14].